From a dataset of Full USPTO retrosynthesis dataset with 1.9M reactions from patents (1976-2016). Predict the reactants needed to synthesize the given product. (1) Given the product [CH3:37][C@@H:13]1[C:14](=[O:15])[NH:16][C:17]2[CH:22]=[CH:21][CH:20]=[CH:19][C:18]=2[CH:23]=[CH:24][CH2:25][CH2:26][C@H:27]([CH3:36])[C:28](=[O:29])[NH:8][CH2:9][C:10](=[O:11])[NH:12]1, predict the reactants needed to synthesize it. The reactants are: C(OC([NH:8][CH2:9][C:10]([NH:12][C@H:13]([CH3:37])[C:14]([NH:16][C:17]1[CH:22]=[CH:21][CH:20]=[CH:19][C:18]=1/[CH:23]=[CH:24]/[CH2:25][CH2:26][C@H:27]([CH3:36])[C:28](OCC(Cl)(Cl)Cl)=[O:29])=[O:15])=[O:11])=O)(C)(C)C.FC(F)(F)C(O)=O. (2) Given the product [NH2:26][C:22]1[C:23]([Cl:25])=[CH:24][C:19]([C:18]([NH:17][CH2:16][C@H:12]2[CH2:11][N:10]([CH2:9][CH2:8][CH2:7][CH2:6][CH2:5][C:4]([O:3][C@@H:1]3[CH:35]4[CH2:36][CH2:37][N:32]([CH2:33][CH2:34]4)[CH2:2]3)=[O:31])[CH2:15][CH2:14][O:13]2)=[O:30])=[C:20]([O:27][CH2:28][CH3:29])[CH:21]=1, predict the reactants needed to synthesize it. The reactants are: [CH2:1]([O:3][C:4](=[O:31])[CH2:5][CH2:6][CH2:7][CH2:8][CH2:9][N:10]1[CH2:15][CH2:14][O:13][C@@H:12]([CH2:16][NH:17][C:18](=[O:30])[C:19]2[CH:24]=[C:23]([Cl:25])[C:22]([NH2:26])=[CH:21][C:20]=2[O:27][CH2:28][CH3:29])[CH2:11]1)[CH3:2].[N:32]12CC[CH:35]([CH2:36][CH2:37]1)[CH:34](O)[CH2:33]2.